This data is from Drug-target binding data from BindingDB using IC50 measurements. The task is: Regression. Given a target protein amino acid sequence and a drug SMILES string, predict the binding affinity score between them. We predict pIC50 (pIC50 = -log10(IC50 in M); higher means more potent). Dataset: bindingdb_ic50. (1) The compound is C=Cc1cc(O)cc2c1-c1ccc(O)c(C)c1CC2. The target protein (P9WH09) has sequence MAGRSERLVITGAGGQLGSHLTAQAAREGRDMLALTSSQWDITDPAAAERIIRHGDVVINCAAYTDVDGAESNEAVAYAVNATGPQHLARACARVGARLIHVSTDYVFDGDFGGAEPRPYEPTDETAPQGVYARSKLAGEQAVLAAFPEAAVVRTAWVYTGGTGKDFVAVMRRLAAGHGRVDVVDDQTGSPTYVADLAEALLALADAGVRGRVLHAANEGVVSRFGQARAVFEECGADPQRVRPVSSAQFPRPAPRSSYSALSSRQWALAGLTPLRHWRSALATALAAPANSTSIDRRLPSTRD. The pIC50 is 4.6. (2) The drug is CC(=O)N[C@@H](CC(C)C)C(=O)NCC(CC(=O)O)S(=O)(=O)N[C@H](C(N)=O)C(C)C. The pIC50 is 3.7. The target protein (Q13477) has sequence MDFGLALLLAGLLGLLLGQSLQVKPLQVEPPEPVVAVALGASRQLTCRLACADRGASVQWRGLDTSLGAVQSDTGRSVLTVRNASLSAAGTRVCVGSCGGRTFQHTVQLLVYAFPDQLTVSPAALVPGDPEVACTAHKVTPVDPNALSFSLLVGGQELEGAQALGPEVQEEEEEPQGDEDVLFRVTERWRLPPLGTPVPPALYCQATMRLPGLELSHRQAIPVLHSPTSPEPPDTTSPESPDTTSPESPDTTSQEPPDTTSPEPPDKTSPEPAPQQGSTHTPRSPGSTRTRRPEISQAGPTQGEVIPTGSSKPAGDQLPAALWTSSAVLGLLLLALPTYHLWKRCRHLAEDDTHPPASLRLLPQVSAWAGLRGTGQVGISPS. (3) The drug is COc1ccc(N(CCCC(=O)O)Cc2cc(OC)c(OC)c(OC)c2)cc1O. The target protein (P02550) has sequence MRECISIHVGQAGVQIGNACWELYCLEHGIQPDGQMPSDKTIGGGDDSFNTFFSETGAGKHVPRAVFVDLEPTVIDEVRTGTYRQLFHPEQLITGKEDAANNYARGHYTIGKEIIDLVLDRIRKLADQCTGLQGFSVFHSFGGGTGSGFTSLLMERLSVDYGKKSKLEFSIYPAPQVSTAVVEPYNSILTTHTTLEHSDCAFMVDNEAIYDICRRNLDIERPTYTNLNRLIGQIVSSITASLRFDGALNVDLTEFQTNLVPYPRAHFPLATYAPVISAEKAYHEQLSVAEITNACFEPANQMVKCDPRHGKYMACCLLYRGDVVPKDVNAAIATIKTKRTIQFVDWCPTGFKVGINYEPPTVVPGGDLAKVQRAVCMLSNTTAIAEAWARLDHKFDLMYAKRAFVHWYVGEGMEEGEFSEAREDMAALEKDYEEVGVDSVEGEGEEEGEEY. The pIC50 is 4.4. (4) The pIC50 is 3.0. The target protein (P09623) has sequence MQSWSRVYCTLAKRGHFNRIAHGLQGVSAVPLRTYADQPIDADVTVIGSGPGGYVAAIKAAQLGFKTVCIEKNETLGGTCLNVGCIPSKALLNNSHYYHMAHGKDFASRGIEMSEVRLNLEKMMEQKSNAVKALTGGIAHLFKQNKVVRVNGYGKITGKNQVTATKADGSTEVINTKNILIATGSEVTPFPGITIDEDTVVSSTGALSLKKVPEKMVVIGAGVIGVELGSVWQRLGADVTAVELLGHVGGIGIDMEVSKNFQRILQKQGFKFKLNTKVIGATKKSDGNIDVSIEAASGGKAEVITCDVLLVCIGRRPFTQNLGLEELGIELDPRGRIPVNTRFQTKIPNIYAIGDVVAGPMLAHKAEDEGIICVEGMAGGAVHIDYNCVPSVIYTHPEVAWVGKSEEQLKEEGIEYKVGKFPFAANSRAKTNADTDGMVKILGQKSTDRVLGAHIIGPGAGEMINEAALALEYGASCEDIARVCHAHPTLSEAFREANLA.... The drug is CN(C)c1ccc2nc3ccc(=[N+](C)C)cc-3sc2c1.